This data is from Catalyst prediction with 721,799 reactions and 888 catalyst types from USPTO. The task is: Predict which catalyst facilitates the given reaction. (1) Reactant: C(=O)([O-])[O-].[Ca+2].[C:6](Cl)(Cl)=[S:7].[Cl:10][C:11]1[CH:12]=[C:13]([CH:15]=[CH:16][C:17]=1[N+:18]([O-:20])=[O:19])[NH2:14].Cl. The catalyst class is: 46. Product: [Cl:10][C:11]1[CH:12]=[C:13]([N:14]=[C:6]=[S:7])[CH:15]=[CH:16][C:17]=1[N+:18]([O-:20])=[O:19]. (2) Reactant: [C:1]([O:4][CH2:5][C:6]1[CH:11]=[CH:10][C:9]([CH:12]2[S:16](=[O:18])(=[O:17])[NH:15][C:14](=[O:19])[CH2:13]2)=[C:8]([Br:20])[CH:7]=1)(=[O:3])[CH3:2].[CH:21](N(CC)C(C)C)(C)C.[CH3:30][Si:31]([CH3:38])([CH3:37])[CH2:32][CH2:33][O:34]CCl. Product: [C:1]([O:4][CH2:5][C:6]1[CH:11]=[CH:10][C:9]([CH:12]2[S:16](=[O:18])(=[O:17])[N:15]([O:34][CH2:33][CH2:32][Si:31]([CH3:38])([CH3:37])[CH3:30])[C:14](=[O:19])[CH:13]2[CH3:21])=[C:8]([Br:20])[CH:7]=1)(=[O:3])[CH3:2]. The catalyst class is: 10. (3) Reactant: Cl[C:2]1[CH:15]=[CH:14][C:5]([C:6]([C:8]2[CH:13]=[CH:12][CH:11]=[CH:10][CH:9]=2)=[O:7])=[CH:4][CH:3]=1.[SH:16][CH2:17][C:18]([OH:20])=[O:19].CC(N(C)C)=O.[OH-].[Na+]. Product: [C:18]([CH2:17][S:16][C:2]1[CH:15]=[CH:14][C:5]([C:6]([C:8]2[CH:13]=[CH:12][CH:11]=[CH:10][CH:9]=2)=[O:7])=[CH:4][CH:3]=1)([OH:20])=[O:19]. The catalyst class is: 6. (4) Product: [CH3:1][C:2]1[CH:3]=[C:4]([NH:17][C:18]2[N:23]=[C:22]([C:24]([F:26])([F:25])[F:27])[CH:21]=[CH:20][N:19]=2)[CH:5]=[C:6]([C:29]2[S:33][CH:32]=[N:31][CH:30]=2)[CH:7]=1. The catalyst class is: 117. Reactant: [CH3:1][C:2]1[CH:3]=[C:4]([NH:17][C:18]2[N:23]=[C:22]([C:24]([F:27])([F:26])[F:25])[CH:21]=[CH:20][N:19]=2)[CH:5]=[C:6](B2OC(C)(C)C(C)(C)O2)[CH:7]=1.Br[C:29]1[S:33][CH:32]=[N:31][CH:30]=1.C(=O)([O-])[O-].[Na+].[Na+]. (5) Reactant: [F:1][C:2]([F:20])([F:19])[O:3][C:4]1[CH:18]=[CH:17][C:7]([CH2:8]P(=O)(OCC)OCC)=[CH:6][CH:5]=1.[Br:21][C:22]1[CH:29]=[CH:28][C:25]([C:26]#[N:27])=[CH:24][C:23]=1[CH:30]=O.CC(C)([O-])C.[K+].[Cl-].[NH4+]. Product: [Br:21][C:22]1[CH:29]=[CH:28][C:25]([C:26]#[N:27])=[CH:24][C:23]=1[CH:30]=[CH:8][C:7]1[CH:6]=[CH:5][C:4]([O:3][C:2]([F:1])([F:19])[F:20])=[CH:18][CH:17]=1. The catalyst class is: 18.